The task is: Predict the product of the given reaction.. This data is from Forward reaction prediction with 1.9M reactions from USPTO patents (1976-2016). (1) The product is: [C:35]([OH:42])(=[O:41])/[CH:36]=[CH:37]/[C:38]([OH:40])=[O:39].[CH2:30]([N:3]([CH2:1][CH3:2])[CH2:4][CH2:5][NH:6][C:7]([C:9]1[C:17]2[CH2:16][CH2:15][CH2:14]/[C:13](=[C:18]3/[C:19](=[O:28])[NH:20][C:21]4[C:26]/3=[CH:25][C:24]([F:27])=[CH:23][CH:22]=4)/[C:12]=2[NH:11][C:10]=1[CH3:29])=[O:8])[CH3:31]. Given the reactants [CH2:1]([N:3]([CH2:30][CH3:31])[CH2:4][CH2:5][NH:6][C:7]([C:9]1[C:17]2[CH2:16][CH2:15][CH2:14]/[C:13](=[C:18]3/[C:19](=[O:28])[NH:20][C:21]4[C:26]/3=[CH:25][C:24]([F:27])=[CH:23][CH:22]=4)/[C:12]=2[NH:11][C:10]=1[CH3:29])=[O:8])[CH3:2].C(#N)C.[C:35]([OH:42])(=[O:41])/[CH:36]=[CH:37]/[C:38]([OH:40])=[O:39], predict the reaction product. (2) Given the reactants [CH3:1][O:2][C:3]1[CH:8]=[CH:7][C:6]([CH2:9][C:10]([OH:12])=O)=[CH:5][CH:4]=1.CCN=C=NCCCN(C)C.Cl.ON1C2C=CC=CC=2N=N1.[C:35]([O:39][C:40](=[O:60])[C:41]1[CH:46]=[CH:45][C:44]([CH2:47][N:48]2[CH:57]=[CH:56][C:55]3[C:50](=[CH:51][C:52]([NH2:58])=[CH:53][CH:54]=3)[C:49]2=[O:59])=[CH:43][CH:42]=1)([CH3:38])([CH3:37])[CH3:36].C([O-])(O)=O.[Na+], predict the reaction product. The product is: [C:35]([O:39][C:40](=[O:60])[C:41]1[CH:46]=[CH:45][C:44]([CH2:47][N:48]2[CH:57]=[CH:56][C:55]3[C:50](=[CH:51][C:52]([NH:58][C:10](=[O:12])[CH2:9][C:6]4[CH:5]=[CH:4][C:3]([O:2][CH3:1])=[CH:8][CH:7]=4)=[CH:53][CH:54]=3)[C:49]2=[O:59])=[CH:43][CH:42]=1)([CH3:38])([CH3:36])[CH3:37]. (3) Given the reactants [CH3:1][O:2][C:3](=[O:33])[CH2:4][C@H:5]1[C:9]2[CH:10]=[CH:11][C:12]([O:14][C@H:15]3[C:23]4[C:18](=[C:19](B5OC(C)(C)C(C)(C)O5)[CH:20]=[CH:21][CH:22]=4)[CH2:17][CH2:16]3)=[CH:13][C:8]=2[O:7][CH2:6]1.Br[C:35]1[C:40]([CH3:41])=[CH:39][N:38]([CH3:42])[C:37](=[O:43])[C:36]=1[CH3:44], predict the reaction product. The product is: [CH3:1][O:2][C:3](=[O:33])[CH2:4][C@H:5]1[C:9]2[CH:10]=[CH:11][C:12]([O:14][C@H:15]3[C:23]4[C:18](=[C:19]([C:35]5[C:40]([CH3:41])=[CH:39][N:38]([CH3:42])[C:37](=[O:43])[C:36]=5[CH3:44])[CH:20]=[CH:21][CH:22]=4)[CH2:17][CH2:16]3)=[CH:13][C:8]=2[O:7][CH2:6]1.